From a dataset of Reaction yield outcomes from USPTO patents with 853,638 reactions. Predict the reaction yield, written as a fraction of the theoretical maximum amount of product (1.0 means a 100% yield; for example, 0.34 means a 34% yield). The reactants are [C:1]([C:3]1[CH:4]=[C:5]([CH:9]=[CH:10][CH:11]=1)[C:6](Cl)=[O:7])#[N:2].[NH2:12][C:13]1[C:14]([CH3:38])=[C:15]2[C:21]([CH:22]3[CH2:29][C:26]4([CH2:28][CH2:27]4)[N:25]([C:30]([O:32][C:33]([CH3:36])([CH3:35])[CH3:34])=[O:31])[CH2:24][CH2:23]3)=[CH:20][N:19]([CH3:37])[C:16]2=[N:17][CH:18]=1. The catalyst is N1C=CC=CC=1. The product is [C:1]([C:3]1[CH:4]=[C:5]([CH:9]=[CH:10][CH:11]=1)[C:6]([NH:12][C:13]1[C:14]([CH3:38])=[C:15]2[C:21]([CH:22]3[CH2:29][C:26]4([CH2:27][CH2:28]4)[N:25]([C:30]([O:32][C:33]([CH3:34])([CH3:35])[CH3:36])=[O:31])[CH2:24][CH2:23]3)=[CH:20][N:19]([CH3:37])[C:16]2=[N:17][CH:18]=1)=[O:7])#[N:2]. The yield is 0.520.